From a dataset of Forward reaction prediction with 1.9M reactions from USPTO patents (1976-2016). Predict the product of the given reaction. Given the reactants [CH2:1]1[CH:5]2[CH2:6][NH:7][CH2:8][CH:4]2[CH2:3][N:2]1[C:9]1[N:14]=[C:13]([C:15]([F:18])([F:17])[F:16])[N:12]=[C:11]([N:19]([CH3:21])[CH3:20])[CH:10]=1.[F:22][C:23]1[CH:31]=[CH:30][CH:29]=[C:28]([N:32]2[N:36]=[CH:35][CH:34]=[N:33]2)[C:24]=1[C:25](O)=[O:26].CN(C(ON1N=NC2C=CC=NC1=2)=[N+](C)C)C.F[P-](F)(F)(F)(F)F.CCN(C(C)C)C(C)C, predict the reaction product. The product is: [F:22][C:23]1[CH:31]=[CH:30][CH:29]=[C:28]([N:32]2[N:36]=[CH:35][CH:34]=[N:33]2)[C:24]=1[C:25]([N:7]1[CH2:6][CH:5]2[CH2:1][N:2]([C:9]3[N:14]=[C:13]([C:15]([F:18])([F:17])[F:16])[N:12]=[C:11]([N:19]([CH3:21])[CH3:20])[CH:10]=3)[CH2:3][CH:4]2[CH2:8]1)=[O:26].